This data is from Reaction yield outcomes from USPTO patents with 853,638 reactions. The task is: Predict the reaction yield, written as a fraction of the theoretical maximum amount of product (1.0 means a 100% yield; for example, 0.34 means a 34% yield). The reactants are [Cl:1][C:2]1[CH:12]=[CH:11][CH:10]=[CH:9][C:3]=1[C@@H:4]([OH:8])[C:5]([OH:7])=[O:6].S(=O)(=O)(O)O.[CH3:18]O. No catalyst specified. The product is [CH3:18][O:6][C:5](=[O:7])[C@H:4]([OH:8])[C:3]1[CH:9]=[CH:10][CH:11]=[CH:12][C:2]=1[Cl:1]. The yield is 0.940.